This data is from Full USPTO retrosynthesis dataset with 1.9M reactions from patents (1976-2016). The task is: Predict the reactants needed to synthesize the given product. (1) Given the product [CH2:35]([O:19][C:16]1[CH:15]=[CH:14][C:13]([C:10]2[S:9][C:8]([C@@:3]3([CH2:20][C:21]([O:23][CH2:24][C:25]4[CH:26]=[CH:27][C:28]([O:31][CH3:32])=[CH:29][CH:30]=4)=[O:22])[CH2:4][CH2:5][CH2:6][CH2:7][S:2]3(=[O:1])=[O:33])=[CH:12][CH:11]=2)=[CH:18][CH:17]=1)[CH2:36][CH2:37][CH3:38], predict the reactants needed to synthesize it. The reactants are: [O:1]=[S:2]1(=[O:33])[CH2:7][CH2:6][CH2:5][CH2:4][C@:3]1([CH2:20][C:21]([O:23][CH2:24][C:25]1[CH:30]=[CH:29][C:28]([O:31][CH3:32])=[CH:27][CH:26]=1)=[O:22])[C:8]1[S:9][C:10]([C:13]2[CH:18]=[CH:17][C:16]([OH:19])=[CH:15][CH:14]=2)=[CH:11][CH:12]=1.I[CH2:35][CH2:36][CH2:37][CH3:38].C(=O)([O-])[O-].[K+].[K+]. (2) Given the product [Cl:1][C:2]1[C:7]([C:8]([Cl:18])=[O:9])=[CH:6][N:5]=[C:4]2[N:11]([CH2:14][CH3:15])[N:12]=[CH:13][C:3]=12, predict the reactants needed to synthesize it. The reactants are: [Cl:1][C:2]1[C:7]([C:8](O)=[O:9])=[CH:6][N:5]=[C:4]2[N:11]([CH2:14][CH3:15])[N:12]=[CH:13][C:3]=12.S(Cl)([Cl:18])=O. (3) Given the product [OH:23][CH2:22][CH2:21][N:18]1[CH2:19][CH2:20][N:15]([S:12]([C:9]2[CH:8]=[C:3]([C:2]([O:1][CH2:31][CH2:32][CH3:33])=[CH:11][CH:10]=2)[C:4]([O:6][CH3:7])=[O:5])(=[O:14])=[O:13])[CH2:16][CH2:17]1, predict the reactants needed to synthesize it. The reactants are: [OH:1][C:2]1[CH:11]=[CH:10][C:9]([S:12]([N:15]2[CH2:20][CH2:19][N:18]([CH2:21][CH2:22][OH:23])[CH2:17][CH2:16]2)(=[O:14])=[O:13])=[CH:8][C:3]=1[C:4]([O:6][CH3:7])=[O:5].C([O-])([O-])=O.[K+].[K+].Br[CH2:31][CH2:32][CH3:33].